Dataset: Reaction yield outcomes from USPTO patents with 853,638 reactions. Task: Predict the reaction yield, written as a fraction of the theoretical maximum amount of product (1.0 means a 100% yield; for example, 0.34 means a 34% yield). (1) The reactants are [C:1](=[O:27])(OC1C=CC([N+]([O-])=O)=CC=1)[O:2][CH2:3][CH:4]1[CH2:9][CH2:8][N:7](C(OC(C)(C)C)=O)[CH2:6][CH2:5]1.CCN(C(C)C)C(C)C.Cl.Cl.[Cl:39][C:40]1[CH:45]=[CH:44][C:43]([N:46]2[CH2:51][CH2:50][NH:49][CH2:48][CH2:47]2)=[CH:42][CH:41]=1. The catalyst is CN(C=O)C. The product is [Cl:39][C:40]1[CH:41]=[CH:42][C:43]([N:46]2[CH2:51][CH2:50][N:49]([C:1]([O:2][CH2:3][CH:4]3[CH2:5][CH2:6][NH:7][CH2:8][CH2:9]3)=[O:27])[CH2:48][CH2:47]2)=[CH:44][CH:45]=1. The yield is 0.457. (2) The reactants are [O:1]=[C:2]1[C:11]2[C:6](=[CH:7][CH:8]=[CH:9][CH:10]=2)[NH:5][CH:4]=[C:3]1[C:12]([NH:14][C:15]1[CH:23]=[C:22]2[C:18]([CH:19]=[CH:20][NH:21]2)=[CH:17][C:16]=1[C:24](O)=[O:25])=[O:13].CN(C(ON1N=NC2C=CC=NC1=2)=[N+](C)C)C.F[P-](F)(F)(F)(F)F.CCN(C(C)C)C(C)C.[CH2:60]([NH2:64])[CH:61]([CH3:63])[CH3:62]. The catalyst is CN(C=O)C. The product is [CH2:60]([NH:64][C:24]([C:16]1[CH:17]=[C:18]2[C:22](=[CH:23][C:15]=1[NH:14][C:12]([C:3]1[C:2](=[O:1])[C:11]3[C:6](=[CH:7][CH:8]=[CH:9][CH:10]=3)[NH:5][CH:4]=1)=[O:13])[NH:21][CH:20]=[CH:19]2)=[O:25])[CH:61]([CH3:63])[CH3:62]. The yield is 0.660. (3) The catalyst is C(O)C. The product is [F:17][C:12]1[CH:13]=[CH:14][CH:15]=[CH:16][C:11]=1[C@H:10]1[C:9]([C:18]2[CH:23]=[CH:22][C:21]([F:24])=[CH:20][CH:19]=2)([C:25]2[CH:26]=[CH:27][C:28]([F:31])=[CH:29][CH:30]=2)[O:8][C:7](=[O:32])[N:6]1[CH2:5][C:4]([NH:35][NH2:36])=[O:33]. The reactants are C(O[C:4](=[O:33])[CH2:5][N:6]1[CH:10]([C:11]2[CH:16]=[CH:15][CH:14]=[CH:13][C:12]=2[F:17])[C:9]([C:25]2[CH:30]=[CH:29][C:28]([F:31])=[CH:27][CH:26]=2)([C:18]2[CH:23]=[CH:22][C:21]([F:24])=[CH:20][CH:19]=2)[O:8][C:7]1=[O:32])C.O.[NH2:35][NH2:36]. The yield is 1.00. (4) The reactants are [Si:1]([O:8][CH2:9][C:10]1[C:11]([O:21][CH3:22])=[CH:12][C:13]([N:18]=[C:19]=[O:20])=[C:14]([CH:17]=1)[C:15]#[N:16])([C:4]([CH3:7])([CH3:6])[CH3:5])([CH3:3])[CH3:2].[OH:23][C:24]([C:41]1[S:42][CH:43]=[CH:44][CH:45]=1)([C:36]1[S:37][CH:38]=[CH:39][CH:40]=1)[C:25]([O:27][C@H:28]1[CH2:33][CH2:32][C@H:31]([NH:34][CH3:35])[CH2:30][CH2:29]1)=[O:26]. No catalyst specified. The product is [Si:1]([O:8][CH2:9][C:10]1[C:11]([O:21][CH3:22])=[CH:12][C:13]([N:18]=[C:19]=[O:20])=[C:14]([CH:17]=1)[C:15]#[N:16])([C:4]([CH3:7])([CH3:6])[CH3:5])([CH3:2])[CH3:3].[OH:23][C:24]([C:36]1[S:37][CH:38]=[CH:39][CH:40]=1)([C:41]1[S:42][CH:43]=[CH:44][CH:45]=1)[C:25]([O:27][C@H:28]1[CH2:29][CH2:30][C@H:31]([NH:34][CH3:35])[CH2:32][CH2:33]1)=[O:26].[CH:31]([NH:34][CH2:35][CH2:19][NH:18][CH:13]([CH3:12])[CH3:14])([CH3:32])[CH3:30]. The yield is 0.140. (5) The reactants are [N+:1]([O-:4])(O)=[O:2].[CH2:5]([O:7][C:8]([C:10]1[S:11][C:12]([Cl:15])=[CH:13][CH:14]=1)=[O:9])[CH3:6]. No catalyst specified. The product is [CH2:5]([O:7][C:8]([C:10]1[S:11][C:12]([Cl:15])=[C:13]([N+:1]([O-:4])=[O:2])[CH:14]=1)=[O:9])[CH3:6]. The yield is 0.550.